Dataset: Full USPTO retrosynthesis dataset with 1.9M reactions from patents (1976-2016). Task: Predict the reactants needed to synthesize the given product. (1) The reactants are: [CH3:1][O:2][C:3]1[CH:4]=[C:5]([CH:18]=[CH:19][C:20]=1[O:21][CH3:22])[C:6]1[O:7][C:8]2[C:13]([C:14](=[O:16])[CH:15]=1)=[CH:12][CH:11]=[C:10]([OH:17])[CH:9]=2.[H-].[Na+].[CH2:25]([CH:27]1[O:29][CH2:28]1)Cl. Given the product [CH3:1][O:2][C:3]1[CH:4]=[C:5]([CH:18]=[CH:19][C:20]=1[O:21][CH3:22])[C:6]1[O:7][C:8]2[C:13]([C:14](=[O:16])[CH:15]=1)=[CH:12][CH:11]=[C:10]([O:17][CH2:25][CH:27]1[O:29][CH2:28]1)[CH:9]=2, predict the reactants needed to synthesize it. (2) Given the product [F:18][C:19]1[CH:24]=[CH:23][C:22]([C:2]2[C:3]([C:11]3[CH:16]=[CH:15][CH:14]=[C:13]([CH3:17])[N:12]=3)=[N:4][N:5]3[CH:10]=[CH:9][CH:8]=[CH:7][C:6]=23)=[CH:21][CH:20]=1, predict the reactants needed to synthesize it. The reactants are: Br[C:2]1[C:3]([C:11]2[CH:16]=[CH:15][CH:14]=[C:13]([CH3:17])[N:12]=2)=[N:4][N:5]2[CH:10]=[CH:9][CH:8]=[CH:7][C:6]=12.[F:18][C:19]1[CH:24]=[CH:23][C:22](B(O)O)=[CH:21][CH:20]=1.[OH-].[Na+].